This data is from Forward reaction prediction with 1.9M reactions from USPTO patents (1976-2016). The task is: Predict the product of the given reaction. (1) Given the reactants [CH3:1][O:2][C:3](=[O:33])[CH2:4][C@H:5]1[C:9]2[CH:10]=[CH:11][C:12]([O:14][C@H:15]3[C:23]4[C:18](=[C:19](B5OC(C)(C)C(C)(C)O5)[CH:20]=[CH:21][CH:22]=4)[CH2:17][CH2:16]3)=[CH:13][C:8]=2[O:7][CH2:6]1.I[C:35]1[N:36]([CH3:40])[CH:37]=[CH:38][N:39]=1, predict the reaction product. The product is: [CH3:1][O:2][C:3](=[O:33])[CH2:4][C@H:5]1[C:9]2[CH:10]=[CH:11][C:12]([O:14][C@H:15]3[C:16]4[C:21](=[C:20]([C:35]5[N:36]([CH3:40])[CH:37]=[CH:38][N:39]=5)[CH:19]=[CH:18][CH:17]=4)[CH2:22][CH2:23]3)=[CH:13][C:8]=2[O:7][CH2:6]1. (2) Given the reactants [CH3:1][O:2][C:3](=[O:50])[CH:4]([NH:34][C:35](=[O:49])[CH:36]([CH2:44][S:45][C:46](=[O:48])[CH3:47])[CH2:37][C:38]1[CH:43]=[CH:42][CH:41]=[CH:40][CH:39]=1)[CH2:5][C:6]1[CH:11]=[CH:10][C:9]([NH:12][C:13](=[O:33])[CH2:14][N:15](C(OC(C)(C)C)=O)[CH2:16][C:17]([N:19]2[CH2:23][CH2:22][CH2:21][CH:20]2[C:24]#[N:25])=[O:18])=[CH:8][CH:7]=1, predict the reaction product. The product is: [CH3:1][O:2][C:3](=[O:50])[CH:4]([NH:34][C:35](=[O:49])[CH:36]([CH2:44][S:45][C:46](=[O:48])[CH3:47])[CH2:37][C:38]1[CH:39]=[CH:40][CH:41]=[CH:42][CH:43]=1)[CH2:5][C:6]1[CH:7]=[CH:8][C:9]([NH:12][C:13](=[O:33])[CH2:14][NH:15][CH2:16][C:17]([N:19]2[CH2:23][CH2:22][CH2:21][CH:20]2[C:24]#[N:25])=[O:18])=[CH:10][CH:11]=1. (3) Given the reactants [O:1]([C:8]1[CH:14]=[CH:13][C:11]([NH2:12])=[CH:10][CH:9]=1)[C:2]1[CH:7]=[CH:6][CH:5]=[CH:4][CH:3]=1.[N:15]1[CH:20]=[CH:19][CH:18]=[C:17]([CH:21]=O)[CH:16]=1, predict the reaction product. The product is: [O:1]([C:8]1[CH:9]=[CH:10][C:11]([NH:12][CH2:21][C:17]2[CH:16]=[N:15][CH:20]=[CH:19][CH:18]=2)=[CH:13][CH:14]=1)[C:2]1[CH:3]=[CH:4][CH:5]=[CH:6][CH:7]=1.